This data is from Forward reaction prediction with 1.9M reactions from USPTO patents (1976-2016). The task is: Predict the product of the given reaction. (1) Given the reactants [OH-:1].[K+].C1(C)C=CC=CC=1.[CH3:10][N:11]1[CH:16]=[CH:15][CH:14]=[C:13]([CH:17]2[O:21][CH2:20][CH2:19][O:18]2)[C:12]1=O, predict the reaction product. The product is: [CH3:10][N:11]1[CH:12]=[C:13]([CH:17]2[O:21][CH2:20][CH2:19][O:18]2)[CH:14]=[CH:15][C:16]1=[O:1]. (2) Given the reactants [C:1]([N:6]1[CH2:11][CH:10]=[C:9]([C:12]2[CH:17]=[CH:16][C:15]([NH:18][C:19]([N:21]3[CH2:29][C:28]4[CH:27]=[CH:26][N:25]=[CH:24][C:23]=4[CH2:22]3)=[O:20])=[CH:14][CH:13]=2)[CH2:8][CH2:7]1)(=[O:5])[CH:2]([CH3:4])[CH3:3], predict the reaction product. The product is: [C:1]([N:6]1[CH2:11][CH2:10][CH:9]([C:12]2[CH:13]=[CH:14][C:15]([NH:18][C:19]([N:21]3[CH2:29][C:28]4[CH:27]=[CH:26][N:25]=[CH:24][C:23]=4[CH2:22]3)=[O:20])=[CH:16][CH:17]=2)[CH2:8][CH2:7]1)(=[O:5])[CH:2]([CH3:4])[CH3:3]. (3) Given the reactants [NH2:1][C:2]1[N:7]=[C:6](S(C)=O)[C:5]([C:11]2[CH:12]=[CH:13][C:14](=[O:20])[N:15]([CH:17]([CH3:19])[CH3:18])[N:16]=2)=[C:4]([C:21]2[CH:26]=[CH:25][CH:24]=[CH:23][CH:22]=2)[N:3]=1.[CH3:27][NH:28][CH3:29], predict the reaction product. The product is: [NH2:1][C:2]1[N:7]=[C:6]([N:28]([CH3:29])[CH3:27])[C:5]([C:11]2[CH:12]=[CH:13][C:14](=[O:20])[N:15]([CH:17]([CH3:19])[CH3:18])[N:16]=2)=[C:4]([C:21]2[CH:26]=[CH:25][CH:24]=[CH:23][CH:22]=2)[N:3]=1. (4) Given the reactants [NH2:1][N:2]1[C:6](=[O:7])[C:5]2=[CH:8][CH:9]=[CH:10][CH:11]=[C:4]2[C:3]1=[O:12].CO[CH:15]1[CH2:19][CH2:18][CH:17](OC)O1.Cl, predict the reaction product. The product is: [C:3]1(=[O:12])[N:2]([N:1]2[CH:15]=[CH:19][CH:18]=[CH:17]2)[C:6](=[O:7])[C:5]2=[CH:8][CH:9]=[CH:10][CH:11]=[C:4]12. (5) Given the reactants [C:1]([NH:4][C:5]1[CH:10]=[CH:9][C:8]([C@H:11]([CH3:16])[C:12]([O:14][CH3:15])=[O:13])=[CH:7][CH:6]=1)(=S)[NH2:2].NC1C=CC(C(C)C(OC)=[O:26])=CC=1.[O-]C#N.[Na+], predict the reaction product. The product is: [C:1]([NH:4][C:5]1[CH:10]=[CH:9][C:8]([CH:11]([CH3:16])[C:12]([O:14][CH3:15])=[O:13])=[CH:7][CH:6]=1)(=[O:26])[NH2:2]. (6) The product is: [CH:1]1([C@@H:7]([NH:9][C:10]([C:12]2[C:21]3[C:16](=[CH:17][C:18]([Cl:22])=[CH:19][CH:20]=3)[N:15]=[C:14]([C:23]3[CH:28]=[CH:27][CH:26]=[CH:25][CH:24]=3)[C:13]=2[CH2:29][N:40]2[CH2:41][CH2:42][CH:37]([N:31]3[CH2:36][CH2:35][CH2:34][CH2:33][CH2:32]3)[CH2:38][CH2:39]2)=[O:11])[CH3:8])[CH2:6][CH2:5][CH2:4][CH2:3][CH2:2]1. Given the reactants [CH:1]1([C@@H:7]([NH:9][C:10]([C:12]2[C:21]3[C:16](=[CH:17][C:18]([Cl:22])=[CH:19][CH:20]=3)[N:15]=[C:14]([C:23]3[CH:28]=[CH:27][CH:26]=[CH:25][CH:24]=3)[C:13]=2[CH2:29]Br)=[O:11])[CH3:8])[CH2:6][CH2:5][CH2:4][CH2:3][CH2:2]1.[N:31]1([CH:37]2[CH2:42][CH2:41][NH:40][CH2:39][CH2:38]2)[CH2:36][CH2:35][CH2:34][CH2:33][CH2:32]1.C(N(C(C)C)C(C)C)C, predict the reaction product. (7) Given the reactants FC(F)(F)C(O)=O.[C:8]([NH:16][C:17]1[CH:29]=[C:28]([C:30]2[CH:35]=[CH:34][C:33]([CH3:36])=[C:32]([Cl:37])[CH:31]=2)[CH:27]=[CH:26][C:18]=1[C:19]([O:21]C(C)(C)C)=[O:20])(=[O:15])[C:9]1[CH:14]=[CH:13][CH:12]=[CH:11][CH:10]=1, predict the reaction product. The product is: [C:8]([NH:16][C:17]1[CH:29]=[C:28]([C:30]2[CH:35]=[CH:34][C:33]([CH3:36])=[C:32]([Cl:37])[CH:31]=2)[CH:27]=[CH:26][C:18]=1[C:19]([OH:21])=[O:20])(=[O:15])[C:9]1[CH:10]=[CH:11][CH:12]=[CH:13][CH:14]=1. (8) Given the reactants [OH:1][C:2]1[C:11]2[C:6](=[CH:7][CH:8]=[CH:9][CH:10]=2)[CH:5]=[CH:4][C:3]=1[CH:12]=[O:13].[CH2:14](Br)[C:15]1[CH:20]=[CH:19][CH:18]=[CH:17][CH:16]=1.C(=O)([O-])[O-].[K+].[K+].O, predict the reaction product. The product is: [CH2:14]([O:1][C:2]1[C:11]2[C:6](=[CH:7][CH:8]=[CH:9][CH:10]=2)[CH:5]=[CH:4][C:3]=1[CH:12]=[O:13])[C:15]1[CH:20]=[CH:19][CH:18]=[CH:17][CH:16]=1. (9) Given the reactants [CH2:1]([O:3][C:4](=[O:29])[CH2:5][C:6]1[CH:11]=[CH:10][C:9]([O:12][CH3:13])=[C:8]([O:14][C:15]2[CH:20]=[CH:19][C:18](Br)=[CH:17][C:16]=2[CH2:22][N:23]2[CH2:27][CH2:26][O:25][C:24]2=[O:28])[CH:7]=1)[CH3:2].[CH3:30][N:31]1[CH:35]=[C:34](B2OC(C)(C)C(C)(C)O2)[CH:33]=[N:32]1, predict the reaction product. The product is: [CH2:1]([O:3][C:4](=[O:29])[CH2:5][C:6]1[CH:11]=[CH:10][C:9]([O:12][CH3:13])=[C:8]([O:14][C:15]2[CH:20]=[CH:19][C:18]([C:34]3[CH:33]=[N:32][N:31]([CH3:30])[CH:35]=3)=[CH:17][C:16]=2[CH2:22][N:23]2[CH2:27][CH2:26][O:25][C:24]2=[O:28])[CH:7]=1)[CH3:2]. (10) Given the reactants Cl.[CH2:2]([O:9][C:10]1[CH:19]=[CH:18][C:17]2[N:16]=[CH:15][C:14]3[N:20]=[C:21]([CH2:35][O:36][CH2:37][CH3:38])[N:22]([CH2:23][C:24]([NH:27]C(=O)OC(C)(C)C)([CH3:26])[CH3:25])[C:13]=3[C:12]=2[CH:11]=1)[C:3]1[CH:8]=[CH:7][CH:6]=[CH:5][CH:4]=1, predict the reaction product. The product is: [CH2:2]([O:9][C:10]1[CH:19]=[CH:18][C:17]2[N:16]=[CH:15][C:14]3[N:20]=[C:21]([CH2:35][O:36][CH2:37][CH3:38])[N:22]([CH2:23][C:24]([NH2:27])([CH3:25])[CH3:26])[C:13]=3[C:12]=2[CH:11]=1)[C:3]1[CH:8]=[CH:7][CH:6]=[CH:5][CH:4]=1.